Dataset: Forward reaction prediction with 1.9M reactions from USPTO patents (1976-2016). Task: Predict the product of the given reaction. (1) Given the reactants [C:1]([O:5][C:6]([N:8]1[CH2:12][CH:11]([C:13]2[NH:14][CH:15]=[C:16]([C:18]3[CH:23]=[CH:22][C:21](Br)=[CH:20][CH:19]=3)[N:17]=2)[N:10]([C:25](=[O:35])[CH:26]([NH:30][C:31]([O:33][CH3:34])=[O:32])[CH:27]([CH3:29])[CH3:28])[CH2:9]1)=[O:7])([CH3:4])([CH3:3])[CH3:2].[CH3:36][O:37][C:38](=[O:71])[NH:39][CH:40]([C:44]([N:46]1[CH2:50][CH2:49][CH2:48][CH:47]1[C:51]1[NH:52][CH:53]=[C:54]([C:56]2[CH:61]=[CH:60][C:59](B3OC(C)(C)C(C)(C)O3)=[CH:58][CH:57]=2)[N:55]=1)=[O:45])[CH:41]([CH3:43])[CH3:42].C(=O)([O-])[O-].[K+].[K+].COCCOC, predict the reaction product. The product is: [C:1]([O:5][C:6]([N:8]1[CH2:12][CH:11]([C:13]2[NH:17][C:16]([C:18]3[CH:23]=[CH:22][C:21]([C:59]4[CH:60]=[CH:61][C:56]([C:54]5[NH:55][C:51]([CH:47]6[CH2:48][CH2:49][CH2:50][N:46]6[C:44](=[O:45])[CH:40]([NH:39][C:38]([O:37][CH3:36])=[O:71])[CH:41]([CH3:43])[CH3:42])=[N:52][CH:53]=5)=[CH:57][CH:58]=4)=[CH:20][CH:19]=3)=[CH:15][N:14]=2)[N:10]([C:25](=[O:35])[CH:26]([NH:30][C:31]([O:33][CH3:34])=[O:32])[CH:27]([CH3:29])[CH3:28])[CH2:9]1)=[O:7])([CH3:4])([CH3:3])[CH3:2]. (2) Given the reactants [C:1]([O:5][C:6]([N:8]1[C@H:13]([C:14]2[NH:18][C:17]3[C:19]4[C:24]([CH:25]=[CH:26][C:16]=3[N:15]=2)=[CH:23][C:22]2[C:27]3[C:32]([CH2:33][O:34][C:21]=2[CH:20]=4)=[CH:31][C:30](B2OC(C)(C)C(C)(C)O2)=[CH:29][CH:28]=3)[CH2:12][C@@H:11]2[C@H:9]1[CH2:10]2)=[O:7])([CH3:4])([CH3:3])[CH3:2].Br[C:45]1[NH:49][C:48]([C@@H:50]2[CH2:54][C@H:53]([CH2:55][O:56][CH3:57])[CH2:52][N:51]2[C:58](=[O:68])[C@@H:59]([NH:63][C:64](=[O:67])[O:65][CH3:66])[CH:60]([CH3:62])[CH3:61])=[N:47][CH:46]=1.C(=O)([O-])[O-].[K+].[K+], predict the reaction product. The product is: [C:1]([O:5][C:6]([N:8]1[C@H:13]([C:14]2[NH:18][C:17]3[C:19]4[C:24]([CH:25]=[CH:26][C:16]=3[N:15]=2)=[CH:23][C:22]2[C:27]3[C:32]([CH2:33][O:34][C:21]=2[CH:20]=4)=[CH:31][C:30]([C:45]2[NH:49][C:48]([C@@H:50]4[CH2:54][CH:53]([CH2:55][O:56][CH3:57])[CH2:52][N:51]4[C:58](=[O:68])[C@@H:59]([NH:63][C:64]([O:65][CH3:66])=[O:67])[CH:60]([CH3:62])[CH3:61])=[N:47][CH:46]=2)=[CH:29][CH:28]=3)[CH2:12][C@@H:11]2[C@H:9]1[CH2:10]2)=[O:7])([CH3:4])([CH3:2])[CH3:3]. (3) Given the reactants [NH2:1][C:2]1[O:10][C:9]2[C:4](=[N:5][CH:6]=[CH:7][CH:8]=2)[C:3]=1[C:11]([O:13][CH2:14][CH3:15])=[O:12].[CH3:16][C:17]([O:20][C:21](O[C:21]([O:20][C:17]([CH3:19])([CH3:18])[CH3:16])=[O:22])=[O:22])([CH3:19])[CH3:18], predict the reaction product. The product is: [C:17]([O:20][C:21]([NH:1][C:2]1[O:10][C:9]2[C:4](=[N:5][CH:6]=[CH:7][CH:8]=2)[C:3]=1[C:11]([O:13][CH2:14][CH3:15])=[O:12])=[O:22])([CH3:19])([CH3:18])[CH3:16]. (4) Given the reactants [OH:1][CH:2]1[CH2:6][CH2:5][NH:4][CH2:3]1.O.[C:8](O[C:8]([O:10][C:11]([CH3:14])([CH3:13])[CH3:12])=[O:9])([O:10][C:11]([CH3:14])([CH3:13])[CH3:12])=[O:9].CCN(C(C)C)C(C)C, predict the reaction product. The product is: [C:11]([O:10][C:8]([N:4]1[CH2:5][CH2:6][CH:2]([OH:1])[CH2:3]1)=[O:9])([CH3:14])([CH3:13])[CH3:12]. (5) The product is: [NH2:7][C@H:8]([C:49]1[CH:50]=[CH:51][CH:52]=[CH:53][CH:54]=1)[CH2:9][N:10]1[C:15](=[O:16])[C:14]([N:17]2[CH2:22][CH2:21][N:20]([CH2:23][C:24]3[O:25][C:26]([C:29]([F:30])([F:31])[F:32])=[CH:27][CH:28]=3)[CH:19]([CH2:33][OH:34])[CH2:18]2)=[C:13]([CH3:35])[N:12]([CH2:36][C:37]2[C:42]([C:43]([F:45])([F:46])[F:44])=[CH:41][CH:40]=[CH:39][C:38]=2[F:47])[C:11]1=[O:48]. Given the reactants C(OC(=O)[NH:7][C@H:8]([C:49]1[CH:54]=[CH:53][CH:52]=[CH:51][CH:50]=1)[CH2:9][N:10]1[C:15](=[O:16])[C:14]([N:17]2[CH2:22][CH2:21][N:20]([CH2:23][C:24]3[O:25][C:26]([C:29]([F:32])([F:31])[F:30])=[CH:27][CH:28]=3)[CH:19]([CH2:33][OH:34])[CH2:18]2)=[C:13]([CH3:35])[N:12]([CH2:36][C:37]2[C:42]([C:43]([F:46])([F:45])[F:44])=[CH:41][CH:40]=[CH:39][C:38]=2[F:47])[C:11]1=[O:48])(C)(C)C.FC(F)(F)C(O)=O.C(=O)(O)[O-].[Na+], predict the reaction product. (6) The product is: [CH2:25]([O:27][C:28](=[O:32])[CH2:29][CH2:30][NH:31][CH2:2][C:3](=[O:4])[N:5]1[C:13]2[C:8](=[CH:9][C:10]([O:14][CH:15]3[CH2:20][CH2:19][CH:18]([C:21]([F:24])([F:23])[F:22])[CH2:17][CH2:16]3)=[CH:11][CH:12]=2)[CH2:7][CH2:6]1)[CH3:26]. Given the reactants Cl[CH2:2][C:3]([N:5]1[C:13]2[C:8](=[CH:9][C:10]([O:14][CH:15]3[CH2:20][CH2:19][CH:18]([C:21]([F:24])([F:23])[F:22])[CH2:17][CH2:16]3)=[CH:11][CH:12]=2)[CH2:7][CH2:6]1)=[O:4].[CH2:25]([O:27][C:28](=[O:32])[CH2:29][CH2:30][NH2:31])[CH3:26].Cl.C(=O)([O-])[O-].[K+].[K+], predict the reaction product. (7) Given the reactants [Na+].[C:2]([C:4]1[CH:5]=[C:6]([C:14]2[O:18][N:17]=[C:16]([C:19]3[C:20]([CH3:35])=[C:21]4[C:26](=[CH:27][CH:28]=3)[CH2:25][N:24]([CH2:29][CH2:30][CH2:31][C:32]([O-:34])=O)[CH2:23][CH2:22]4)[N:15]=2)[CH:7]=[CH:8][C:9]=1[O:10][CH:11]([CH3:13])[CH3:12])#[N:3].C([N:38](CC)CC)C.C(Cl)CCl, predict the reaction product. The product is: [C:2]([C:4]1[CH:5]=[C:6]([C:14]2[O:18][N:17]=[C:16]([C:19]3[C:20]([CH3:35])=[C:21]4[C:26](=[CH:27][CH:28]=3)[CH2:25][N:24]([CH2:29][CH2:30][CH2:31][C:32]([NH2:38])=[O:34])[CH2:23][CH2:22]4)[N:15]=2)[CH:7]=[CH:8][C:9]=1[O:10][CH:11]([CH3:12])[CH3:13])#[N:3].